Dataset: Catalyst prediction with 721,799 reactions and 888 catalyst types from USPTO. Task: Predict which catalyst facilitates the given reaction. (1) The catalyst class is: 1. Reactant: [CH3:1][O:2][C:3]1[C:4]([O:25][CH3:26])=[CH:5][C:6]2[C:7]([C:17]3[CH:22]=[CH:21][C:20]([O:23][CH3:24])=[CH:19][CH:18]=3)=[C:8]3[C:15](=O)[NH:14][CH2:13][CH2:12][N:9]3[C:10]=2[CH:11]=1.[H-].[H-].[H-].[H-].[Li+].[Al+3].CCOCC.[ClH:38]. Product: [ClH:38].[CH3:1][O:2][C:3]1[C:4]([O:25][CH3:26])=[CH:5][C:6]2[C:7]([C:17]3[CH:18]=[CH:19][C:20]([O:23][CH3:24])=[CH:21][CH:22]=3)=[C:8]3[CH2:15][NH:14][CH2:13][CH2:12][N:9]3[C:10]=2[CH:11]=1. (2) Reactant: [S:1]1[CH:5]=[CH:4][CH:3]=[C:2]1[C:6]1[S:7][CH:8]=[CH:9][CH:10]=1.C([Li])CCC.[Cl:16][CH2:17][CH2:18][CH2:19][CH2:20][CH2:21][CH2:22]I. Product: [Cl:16][CH2:17][CH2:18][CH2:19][CH2:20][CH2:21][CH2:22][C:5]1[S:1][C:2]([C:6]2[S:7][CH:8]=[CH:9][CH:10]=2)=[CH:3][CH:4]=1. The catalyst class is: 1.